This data is from Full USPTO retrosynthesis dataset with 1.9M reactions from patents (1976-2016). The task is: Predict the reactants needed to synthesize the given product. Given the product [NH2:1][C:2]1[N:7]=[C:6]([C:8]2[NH:12][C:11]([C:29]3[CH:30]=[C:31]([C:34]([F:36])([F:37])[F:35])[CH:32]=[CH:33][C:28]=3[Cl:27])=[C:10]([C:14]([O:16][CH2:17][CH3:18])=[O:15])[CH:9]=2)[CH:5]=[CH:4][N:3]=1, predict the reactants needed to synthesize it. The reactants are: [NH2:1][C:2]1[N:7]=[C:6]([C:8]2[NH:12][C:11](Br)=[C:10]([C:14]([O:16][CH2:17][CH3:18])=[O:15])[CH:9]=2)[CH:5]=[CH:4][N:3]=1.[Li+].[Cl-].C([O-])([O-])=O.[Na+].[Na+].[Cl:27][C:28]1[CH:33]=[CH:32][C:31]([C:34]([F:37])([F:36])[F:35])=[CH:30][C:29]=1B(O)O.